Dataset: Full USPTO retrosynthesis dataset with 1.9M reactions from patents (1976-2016). Task: Predict the reactants needed to synthesize the given product. Given the product [C:10]([O:14][C:15]([N:17]1[CH2:21][CH2:20][CH2:19][C@H:18]1[CH2:22][CH:1]=[CH2:2])=[O:16])([CH3:13])([CH3:11])[CH3:12], predict the reactants needed to synthesize it. The reactants are: [CH:1]([Mg]Br)=[CH2:2].O1CCCC1.[C:10]([O:14][C:15]([N:17]1[CH2:21][CH2:20][CH2:19][C@H:18]1[CH2:22]I)=[O:16])([CH3:13])([CH3:12])[CH3:11].[NH4+].[Cl-].